From a dataset of Forward reaction prediction with 1.9M reactions from USPTO patents (1976-2016). Predict the product of the given reaction. (1) Given the reactants [CH2:1]([NH:4][C:5]([C:7]1([CH2:20][CH2:21][CH2:22][CH2:23]Br)[C:19]2[CH:18]=[CH:17][CH:16]=[CH:15][C:14]=2[C:13]2[C:8]1=[CH:9][CH:10]=[CH:11][CH:12]=2)=[O:6])[CH2:2][CH3:3].[N:25]1([C:32]2[S:33][C:34]3[CH:40]=[CH:39][CH:38]=[CH:37][C:35]=3[N:36]=2)[CH2:31][CH2:30][CH2:29][NH:28][CH2:27][CH2:26]1, predict the reaction product. The product is: [CH2:1]([NH:4][C:5]([C:7]1([CH2:20][CH2:21][CH2:22][CH2:23][N:28]2[CH2:29][CH2:30][CH2:31][N:25]([C:32]3[S:33][C:34]4[CH:40]=[CH:39][CH:38]=[CH:37][C:35]=4[N:36]=3)[CH2:26][CH2:27]2)[C:19]2[CH:18]=[CH:17][CH:16]=[CH:15][C:14]=2[C:13]2[C:8]1=[CH:9][CH:10]=[CH:11][CH:12]=2)=[O:6])[CH2:2][CH3:3]. (2) Given the reactants [C:1]([O:4][C@@H:5]1[C@@H:18]([O:19][C:20](=[O:22])[CH3:21])[C@H:17]([O:23][C:24](=[O:26])[CH3:25])[CH2:16][S:15][C@H:6]1[O:7][C:8]1[CH:9]=[N:10][CH:11]=[C:12](Br)[CH:13]=1)(=[O:3])[CH3:2].[CH3:27][O:28][C:29]1[N:34]=[CH:33][C:32](B(O)O)=[CH:31][N:30]=1, predict the reaction product. The product is: [C:1]([O:4][C@@H:5]1[C@@H:18]([O:19][C:20](=[O:22])[CH3:21])[C@H:17]([O:23][C:24](=[O:26])[CH3:25])[CH2:16][S:15][C@H:6]1[O:7][C:8]1[CH:9]=[N:10][CH:11]=[C:12]([C:32]2[CH:31]=[N:30][C:29]([O:28][CH3:27])=[N:34][CH:33]=2)[CH:13]=1)(=[O:3])[CH3:2].